This data is from Full USPTO retrosynthesis dataset with 1.9M reactions from patents (1976-2016). The task is: Predict the reactants needed to synthesize the given product. (1) Given the product [O:1]([C:8]1[CH:9]=[CH:10][C:11]([C:12]([NH:17][C:18]2[CH:23]=[CH:22][C:21]([P:24](=[O:31])([O:25][CH2:26][CH3:27])[O:28][CH2:29][CH3:30])=[CH:20][CH:19]=2)=[O:14])=[CH:15][CH:16]=1)[C:2]1[CH:3]=[CH:4][CH:5]=[CH:6][CH:7]=1, predict the reactants needed to synthesize it. The reactants are: [O:1]([C:8]1[CH:16]=[CH:15][C:11]([C:12]([OH:14])=O)=[CH:10][CH:9]=1)[C:2]1[CH:7]=[CH:6][CH:5]=[CH:4][CH:3]=1.[NH2:17][C:18]1[CH:23]=[CH:22][C:21]([P:24](=[O:31])([O:28][CH2:29][CH3:30])[O:25][CH2:26][CH3:27])=[CH:20][CH:19]=1.C(Cl)CCl.C(Cl)Cl.CO. (2) Given the product [CH2:1]([N:8]([CH3:25])[CH:9]1[CH2:14][N:13]([C:34](=[O:35])[C:33]2[CH:37]=[CH:38][CH:39]=[C:31]([C:27]3[O:26][CH:30]=[CH:29][CH:28]=3)[CH:32]=2)[CH2:12][CH:11]([C:15]([NH:17][C:18]2[CH:19]=[CH:20][C:21]([Cl:24])=[CH:22][CH:23]=2)=[O:16])[CH2:10]1)[C:2]1[CH:3]=[CH:4][CH:5]=[CH:6][CH:7]=1, predict the reactants needed to synthesize it. The reactants are: [CH2:1]([N:8]([CH3:25])[CH:9]1[CH2:14][NH:13][CH2:12][CH:11]([C:15]([NH:17][C:18]2[CH:23]=[CH:22][C:21]([Cl:24])=[CH:20][CH:19]=2)=[O:16])[CH2:10]1)[C:2]1[CH:7]=[CH:6][CH:5]=[CH:4][CH:3]=1.[O:26]1[CH:30]=[CH:29][CH:28]=[C:27]1[C:31]1[CH:32]=[C:33]([CH:37]=[CH:38][CH:39]=1)[C:34](O)=[O:35].C(N(C(C)C)CC)(C)C.Cl.Cl.CN(C)CCCN=C=NCC. (3) Given the product [Cl:1][C:2]1[CH:26]=[CH:25][C:5]([CH2:6][N:7]2[C:15]3[C:10](=[CH:11][C:12]([CH:16]=[C:17]4[S:21][C:20]([N:35]5[CH2:36][CH:33]([O:32][CH3:31])[CH2:34]5)=[N:19][C:18]4=[O:24])=[CH:13][CH:14]=3)[CH:9]=[N:8]2)=[C:4]([C:27]([F:30])([F:28])[F:29])[CH:3]=1, predict the reactants needed to synthesize it. The reactants are: [Cl:1][C:2]1[CH:26]=[CH:25][C:5]([CH2:6][N:7]2[C:15]3[C:10](=[CH:11][C:12]([CH:16]=[C:17]4[S:21][C:20](SC)=[N:19][C:18]4=[O:24])=[CH:13][CH:14]=3)[CH:9]=[N:8]2)=[C:4]([C:27]([F:30])([F:29])[F:28])[CH:3]=1.[CH3:31][O:32][CH:33]1[CH2:36][NH:35][CH2:34]1. (4) Given the product [CH3:20][O:19][C:17](=[O:18])[CH2:16][S:15][CH2:7][C:4]1[CH:5]=[CH:6][CH:1]=[CH:2][CH:3]=1, predict the reactants needed to synthesize it. The reactants are: [CH:1]1[CH:6]=[CH:5][C:4]([CH2:7]Br)=[CH:3][CH:2]=1.C([O-])([O-])=O.[K+].[K+].[SH:15][CH2:16][C:17]([O:19][CH3:20])=[O:18].O. (5) Given the product [C:36]([C:33]1([NH:32][C:30](=[O:31])[C@@H:26]([NH:25][C@@H:20]([C:17]2[CH:18]=[CH:19][C:14]([C:7]3[CH:8]=[CH:9][C:4]([C:1](=[O:3])[CH3:2])=[CH:5][CH:6]=3)=[CH:15][CH:16]=2)[C:21]([F:22])([F:24])[F:23])[CH2:27][CH2:28][CH3:29])[CH2:35][CH2:34]1)#[N:37], predict the reactants needed to synthesize it. The reactants are: [C:1]([C:4]1[CH:9]=[CH:8][C:7](B(O)O)=[CH:6][CH:5]=1)(=[O:3])[CH3:2].Br[C:14]1[CH:19]=[CH:18][C:17]([C@H:20]([NH:25][C@H:26]([C:30]([NH:32][C:33]2([C:36]#[N:37])[CH2:35][CH2:34]2)=[O:31])[CH2:27][CH2:28][CH3:29])[C:21]([F:24])([F:23])[F:22])=[CH:16][CH:15]=1. (6) Given the product [F:1][C:2]1[CH:18]=[CH:17][C:5]([O:6][C:7]2[CH:12]=[CH:11][C:10]([S:13]([Cl:21])(=[O:15])=[O:14])=[CH:9][CH:8]=2)=[CH:4][CH:3]=1, predict the reactants needed to synthesize it. The reactants are: [F:1][C:2]1[CH:18]=[CH:17][C:5]([O:6][C:7]2[CH:12]=[CH:11][C:10]([S:13](O)(=[O:15])=[O:14])=[CH:9][CH:8]=2)=[CH:4][CH:3]=1.S(Cl)([Cl:21])=O.